This data is from In vitro SARS-CoV-2 activity screen of 1,480 approved drugs from Prestwick library. The task is: Binary Classification. Given a drug SMILES string, predict its activity (active/inactive) in a high-throughput screening assay against a specified biological target. (1) The result is 0 (inactive). The compound is CNCCC=C1c2ccccc2C=Cc2ccccc21. (2) The drug is CNCC[C@@H](Oc1ccccc1C)c1ccccc1.Cl. The result is 0 (inactive). (3) The drug is O=C(O)CCNC(=O)c1ccccc1. The result is 0 (inactive). (4) The drug is COc1cc(C)nc(-n2nc(C)cc2OC)n1. The result is 0 (inactive). (5) The drug is O=C1N=C([O-])CN1/N=C/c1ccc(-c2ccc([N+](=O)[O-])cc2)o1.[Na+]. The result is 0 (inactive). (6) The drug is O=C(O)CSCC(=O)NC1CCSC1=O. The result is 0 (inactive). (7) The result is 0 (inactive). The drug is Cc1ccccc1C(=O)Nc1ccc(C(=O)N2CCCC(O)c3cc(Cl)ccc32)c(C)c1. (8) The molecule is NS(=O)(=O)c1cc2c(cc1Cl)NC(C(Cl)Cl)NS2(=O)=O. The result is 0 (inactive). (9) The result is 0 (inactive). The compound is CCN(CC)CCNC(C(=O)OCCC(C)C)c1ccccc1. (10) The drug is CN(C)CCCN1c2ccccc2CCc2ccc(Cl)cc21.Cl. The result is 0 (inactive).